This data is from Forward reaction prediction with 1.9M reactions from USPTO patents (1976-2016). The task is: Predict the product of the given reaction. (1) Given the reactants [CH2:1]([C@:8]12[C:21]3[C:16](=[CH:17][C:18](Br)=[CH:19][CH:20]=3)[CH2:15][CH:14]=[C:13]1[CH:12]=[C:11]([O:23][CH2:24][CH3:25])[CH2:10][CH2:9]2)[C:2]1[CH:7]=[CH:6][CH:5]=[CH:4][CH:3]=1.[CH3:26][N:27](C=O)C, predict the reaction product. The product is: [CH2:1]([C@@:8]12[CH2:9][CH2:10][C:11]([O:23][CH2:24][CH3:25])=[CH:12][C:13]1=[CH:14][CH2:15][C:16]1[CH:17]=[C:18]([C:26]#[N:27])[CH:19]=[CH:20][C:21]2=1)[C:2]1[CH:7]=[CH:6][CH:5]=[CH:4][CH:3]=1. (2) Given the reactants C1(C(C2C=CC=CC=2)=[N:8][CH:9]([CH2:17][C:18]2[N:19]=[CH:20][S:21][CH:22]=2)[C:10]([O:12][C:13]([CH3:16])([CH3:15])[CH3:14])=[O:11])C=CC=CC=1.C(O)(=O)CC(CC(O)=O)(C(O)=O)O, predict the reaction product. The product is: [NH2:8][CH:9]([CH2:17][C:18]1[N:19]=[CH:20][S:21][CH:22]=1)[C:10]([O:12][C:13]([CH3:16])([CH3:15])[CH3:14])=[O:11].